This data is from Catalyst prediction with 721,799 reactions and 888 catalyst types from USPTO. The task is: Predict which catalyst facilitates the given reaction. (1) Product: [NH2:1][C:2]1[C:11]([F:12])=[C:10]([F:13])[C:9]([O:14][CH3:15])=[C:8]2[C:3]=1[C:4](=[O:22])[C:5]([C:17]([OH:19])=[O:18])=[CH:6][N:7]2[CH3:16]. The catalyst class is: 14. Reactant: [NH2:1][C:2]1[C:11]([F:12])=[C:10]([F:13])[C:9]([O:14][CH3:15])=[C:8]2[C:3]=1[C:4](=[O:22])[C:5]([C:17]([O:19]CC)=[O:18])=[CH:6][N:7]2[CH3:16].[OH-].[Na+]. (2) Reactant: C(N(C(C)C)CC)(C)C.[Cl:10][C:11]1[CH:12]=[C:13]([S:18](Cl)(=[O:20])=[O:19])[CH:14]=[C:15]([Cl:17])[CH:16]=1.[CH3:22][N:23]([C:44](=[O:49])[CH2:45][CH2:46][NH:47][CH3:48])[CH2:24][CH2:25][C:26]1[CH:31]=[CH:30][C:29]([C:32]2[N:33](C(OC(C)(C)C)=O)[CH2:34][CH2:35][N:36]=2)=[CH:28][CH:27]=1.[F:50][C:51]([F:56])([F:55])[C:52]([OH:54])=[O:53]. Product: [F:50][C:51]([F:56])([F:55])[C:52]([OH:54])=[O:53].[Cl:10][C:11]1[CH:12]=[C:13]([S:18]([CH2:48][NH:47][CH2:46][CH2:45][C:44]([N:23]([CH2:24][CH2:25][C:26]2[CH:27]=[CH:28][C:29]([C:32]3[NH:36][CH2:35][CH2:34][N:33]=3)=[CH:30][CH:31]=2)[CH3:22])=[O:49])(=[O:20])=[O:19])[CH:14]=[C:15]([Cl:17])[CH:16]=1. The catalyst class is: 47. (3) Reactant: [OH:1][C@H:2]([CH3:14])[CH2:3][N:4]1[C:12]2[C:7](=[CH:8][CH:9]=[C:10]([OH:13])[CH:11]=2)[CH:6]=[N:5]1.[Br:15]N1C(=O)CCC1=O. Product: [Br:15][C:11]1[C:10]([OH:13])=[CH:9][CH:8]=[C:7]2[C:12]=1[N:4]([CH2:3][C@H:2]([OH:1])[CH3:14])[N:5]=[CH:6]2. The catalyst class is: 7. (4) Reactant: [CH3:1][N:2]1[CH2:7][CH2:6][CH:5]([CH2:8][CH2:9][CH2:10][O:11][C:12]2[CH:19]=[CH:18][C:15]([C:16]#[N:17])=[CH:14][N:13]=2)[CH2:4][CH2:3]1.C[N:21]1[CH2:26][CH2:25][CH:24]([CH2:27][CH2:28][CH2:29]O)CC1.[H-].[Na+].Cl[C:34]1C=CC(C#N)=CN=1. Product: [CH3:34][C:29]1[C:26]2[N:21]=[C:16]([C:15]3[CH:14]=[N:13][C:12]([O:11][CH2:10][CH2:9][CH2:8][CH:5]4[CH2:4][CH2:3][N:2]([CH3:1])[CH2:7][CH2:6]4)=[CH:19][CH:18]=3)[NH:17][C:25]=2[CH:24]=[CH:27][CH:28]=1. The catalyst class is: 3. (5) Reactant: [CH2:1]([O:19][C:20]1[CH:21]=[C:22]([CH2:45]O)[CH:23]=[C:24]([O:26][CH2:27][CH2:28][CH2:29][CH2:30][CH2:31][CH2:32][CH2:33][CH2:34]/[CH:35]=[CH:36]\[CH2:37]/[CH:38]=[CH:39]\[CH2:40][CH2:41][CH2:42][CH2:43][CH3:44])[CH:25]=1)[CH2:2][CH2:3][CH2:4][CH2:5][CH2:6][CH2:7][CH2:8]/[CH:9]=[CH:10]\[CH2:11]/[CH:12]=[CH:13]\[CH2:14][CH2:15][CH2:16][CH2:17][CH3:18].[C:47]1(=[O:57])[C:55]2[C:50](=[CH:51][CH:52]=[CH:53][CH:54]=2)[C:49](=[O:56])[NH:48]1.[C:58]1([P:64]([C:71]2[CH:76]=[CH:75][CH:74]=[CH:73][CH:72]=2)[C:65]2[CH:70]=[CH:69][CH:68]=[CH:67][CH:66]=2)[CH:63]=[CH:62][CH:61]=[CH:60][CH:59]=1.CC([O:80]C(/N=N/C(OC(C)C)=O)=O)C. Product: [CH2:27]([O:26][C:24]1[CH:23]=[C:22]([CH:21]=[C:20]([O:19][CH2:1][CH2:2][CH2:3][CH2:4][CH2:5][CH2:6][CH2:7][CH2:8]/[CH:9]=[CH:10]\[CH2:11]/[CH:12]=[CH:13]\[CH2:14][CH2:15][CH2:16][CH2:17][CH3:18])[CH:25]=1)[CH2:45][N:48]1[C:49](=[O:56])[C:50]2[C:55](=[CH:54][CH:53]=[CH:52][CH:51]=2)[C:47]1=[O:57])[CH2:28][CH2:29][CH2:30][CH2:31][CH2:32][CH2:33][CH2:34]/[CH:35]=[CH:36]\[CH2:37]/[CH:38]=[CH:39]\[CH2:40][CH2:41][CH2:42][CH2:43][CH3:44].[C:71]1([P:64](=[O:80])([C:58]2[CH:59]=[CH:60][CH:61]=[CH:62][CH:63]=2)[C:65]2[CH:70]=[CH:69][CH:68]=[CH:67][CH:66]=2)[CH:72]=[CH:73][CH:74]=[CH:75][CH:76]=1. The catalyst class is: 1.